Dataset: Full USPTO retrosynthesis dataset with 1.9M reactions from patents (1976-2016). Task: Predict the reactants needed to synthesize the given product. (1) Given the product [I:44][C:14]1[C:13]2[CH:12]=[C:11]([O:10][CH2:9][C:8]3[CH:31]=[CH:32][C:5]([O:4][CH:1]([CH3:3])[CH3:2])=[C:6]([C:33]([F:36])([F:34])[F:35])[CH:7]=3)[CH:19]=[CH:18][C:17]=2[N:16]2[CH2:20][CH2:21][CH:22]([CH2:23][C:24]([O:26][C:27]([CH3:30])([CH3:29])[CH3:28])=[O:25])[C:15]=12, predict the reactants needed to synthesize it. The reactants are: [CH:1]([O:4][C:5]1[CH:32]=[CH:31][C:8]([CH2:9][O:10][C:11]2[CH:19]=[CH:18][C:17]3[N:16]4[CH2:20][CH2:21][CH:22]([CH2:23][C:24]([O:26][C:27]([CH3:30])([CH3:29])[CH3:28])=[O:25])[C:15]4=[CH:14][C:13]=3[CH:12]=2)=[CH:7][C:6]=1[C:33]([F:36])([F:35])[F:34])([CH3:3])[CH3:2].C1C(=O)N([I:44])C(=O)C1. (2) The reactants are: [F:1][C:2]1[CH:21]=[CH:20][C:5]2[C:6]([C:9]3[CH:14]=[CH:13][C:12]([O:15][CH2:16][C@H:17]4[CH2:19][O:18]4)=[CH:11][CH:10]=3)=[N:7][O:8][C:4]=2[CH:3]=1.[CH2:22]1[C:27]2[C:28]3[C:33]([NH:34][C:26]=2[CH2:25][NH:24][CH2:23]1)=[CH:32][CH:31]=[CH:30][CH:29]=3. Given the product [F:1][C:2]1[CH:21]=[CH:20][C:5]2[C:6]([C:9]3[CH:10]=[CH:11][C:12]([O:15][CH2:16][C@H:17]([OH:18])[CH2:19][N:24]4[CH2:23][CH2:22][C:27]5[C:28]6[C:33](=[CH:32][CH:31]=[CH:30][CH:29]=6)[NH:34][C:26]=5[CH2:25]4)=[CH:13][CH:14]=3)=[N:7][O:8][C:4]=2[CH:3]=1, predict the reactants needed to synthesize it. (3) Given the product [CH:29]([NH:28][C:25]1[CH:26]=[CH:27][C:22]([C:21]([NH:20][C:18]2[CH:19]=[C:14]([C:12]([N:10]3[CH2:11][CH:8]([C:5]4[CH:6]=[CH:7][C:2]([C:47]5[CH:48]=[C:49]6[C:44]([CH:43]=[N:42][N:41]6[CH3:40])=[CH:45][CH:46]=5)=[CH:3][CH:4]=4)[CH2:9]3)=[O:13])[CH:15]=[CH:16][C:17]=2[CH3:33])=[O:32])=[CH:23][N:24]=1)([CH3:31])[CH3:30], predict the reactants needed to synthesize it. The reactants are: Br[C:2]1[CH:7]=[CH:6][C:5]([CH:8]2[CH2:11][N:10]([C:12]([C:14]3[CH:15]=[CH:16][C:17]([CH3:33])=[C:18]([NH:20][C:21](=[O:32])[C:22]4[CH:27]=[CH:26][C:25]([NH:28][CH:29]([CH3:31])[CH3:30])=[N:24][CH:23]=4)[CH:19]=3)=[O:13])[CH2:9]2)=[CH:4][CH:3]=1.C([O-])([O-])=O.[K+].[K+].[CH3:40][N:41]1[C:49]2[C:44](=[CH:45][CH:46]=[C:47](B(O)O)[CH:48]=2)[CH:43]=[N:42]1. (4) Given the product [C:32]([NH:36][C:4](=[O:6])[C:3]1[CH:7]=[CH:8][CH:9]=[N:10][C:2]=1[CH3:1])([CH3:35])([CH3:34])[CH3:33], predict the reactants needed to synthesize it. The reactants are: [CH3:1][C:2]1[N:10]=[CH:9][CH:8]=[CH:7][C:3]=1[C:4]([OH:6])=O.CCN=C=NCCCN(C)C.C1C=CC2N(O)N=NC=2C=1.[C:32]([NH2:36])([CH3:35])([CH3:34])[CH3:33].CCN(C(C)C)C(C)C. (5) Given the product [CH3:17][C:5]12[C:28](=[O:29])[N:26]([CH2:27][C:20]([OH:22])=[O:21])[C:25]3[C:9]1=[C:10]([CH:11]=[CH:12][CH:4]=3)[NH:8][C:7](=[O:13])[CH2:6]2, predict the reactants needed to synthesize it. The reactants are: [N+]([C:4]1[CH:12]=[CH:11][CH:10]=[C:9]2[C:5]=1[CH2:6][C:7](=[O:13])[NH:8]2)([O-])=O.[H-].[Na+].I[CH3:17].BrC[C:20]([O:22]CC)=[O:21].[CH3:25][N:26]([CH:28]=[O:29])[CH3:27]. (6) Given the product [CH:41]([C:44]1[CH:49]=[CH:48][C:47]([NH:50][C:51](=[O:8])[OH:52])=[CH:46][CH:45]=1)([CH3:43])[CH3:42], predict the reactants needed to synthesize it. The reactants are: N1CCCC(C[OH:8])C1.ClC1C2C(=CC(OC)=C(OC)C=2)N=CN=1.N1CCC(O)C1.ClC1C2C(=CC=CC=2)N=CC=1.[CH:41]([C:44]1[CH:49]=[CH:48][C:47]([N:50]=[C:51]=[O:52])=[CH:46][CH:45]=1)([CH3:43])[CH3:42].C[Si]([N-][Si](C)(C)C)(C)C.[Na+]. (7) Given the product [CH2:8]([O:11][CH2:12][CH:4]=[CH:3][CH2:2][CH2:1][CH:5]1[CH2:7][O:6]1)[CH3:9], predict the reactants needed to synthesize it. The reactants are: [CH2:1]([CH:5]1[CH2:7][O:6]1)[CH2:2][CH:3]=[CH2:4].[CH2:8]([O:11][CH2:12]C)[CH:9]=C.